This data is from Catalyst prediction with 721,799 reactions and 888 catalyst types from USPTO. The task is: Predict which catalyst facilitates the given reaction. (1) Reactant: [O:1]=[C:2]1[N:8]([CH:9]2[CH2:14][CH2:13][N:12]([C:15]([O:17][C@@H:18]([C:36]([OH:38])=[O:37])[CH2:19][C:20]3[CH:25]=[C:24]([CH3:26])[C:23]([O:27]CC4C=CC=CC=4)=[C:22]([Cl:35])[CH:21]=3)=[O:16])[CH2:11][CH2:10]2)[CH2:7][CH2:6][C:5]2[CH:39]=[CH:40][CH:41]=[CH:42][C:4]=2[NH:3]1.[H][H].C(Cl)Cl.CO. Product: [O:1]=[C:2]1[N:8]([CH:9]2[CH2:14][CH2:13][N:12]([C:15]([O:17][C@@H:18]([C:36]([OH:38])=[O:37])[CH2:19][C:20]3[CH:25]=[C:24]([CH3:26])[C:23]([OH:27])=[C:22]([Cl:35])[CH:21]=3)=[O:16])[CH2:11][CH2:10]2)[CH2:7][CH2:6][C:5]2[CH:39]=[CH:40][CH:41]=[CH:42][C:4]=2[NH:3]1. The catalyst class is: 1. (2) Reactant: [NH2:1][CH2:2][CH2:3][CH2:4][N:5]1[CH2:10][CH2:9][C:8](=[O:11])[NH:7][C:6]1=[O:12].CS(O[CH2:18][C@H:19]1[O:28][C:23]2=[N:24][CH:25]=[CH:26][CH:27]=[C:22]2[O:21][CH2:20]1)(=O)=O. Product: [O:21]1[C:22]2[C:23](=[N:24][CH:25]=[CH:26][CH:27]=2)[O:28][C@@H:19]([CH2:18][NH:1][CH2:2][CH2:3][CH2:4][N:5]2[CH2:10][CH2:9][C:8](=[O:11])[NH:7][C:6]2=[O:12])[CH2:20]1. The catalyst class is: 12.